From a dataset of Forward reaction prediction with 1.9M reactions from USPTO patents (1976-2016). Predict the product of the given reaction. Given the reactants O=[C:2]1[CH2:6][CH2:5][CH2:4][CH:3]1[C:7]([O:9]CC)=O.[CH3:12][NH:13][NH2:14], predict the reaction product. The product is: [CH3:12][N:13]1[C:7]([OH:9])=[C:3]2[CH2:4][CH2:5][CH2:6][C:2]2=[N:14]1.